This data is from Forward reaction prediction with 1.9M reactions from USPTO patents (1976-2016). The task is: Predict the product of the given reaction. (1) Given the reactants [NH2:1][C@H:2]([C:8]([OH:10])=[O:9])[CH2:3][CH2:4][CH2:5]CN.[O:11]=[C:12]1[O:18][C@H:17]([C@H:19]([CH3:21])[OH:20])[C:15]([O-:16])=[C:13]1[OH:14].Br[C@]1([C@H](C)O)OC(=O)C(O)=C1[O-].N1CCC[C@H]1C(O)=O, predict the reaction product. The product is: [NH:1]1[CH2:5][CH2:4][CH2:3][C@H:2]1[C:8]([OH:10])=[O:9].[O:11]=[C:12]1[O:18][C@H:17]([C@H:19]([CH3:21])[OH:20])[C:15]([O-:16])=[C:13]1[OH:14]. (2) Given the reactants N[C:2]1[CH:3]=[CH:4][C:5]([O:13][CH3:14])=[C:6]2[C:10]=1[C:9](=[O:11])[N:8]([CH3:12])[CH2:7]2.ClC1N=C(Cl)C(Cl)=CN=1.C(N(CC)C(C)C)(C)C, predict the reaction product. The product is: [CH3:14][O:13][C:5]1[CH:4]=[CH:3][CH:2]=[C:10]2[C:6]=1[CH2:7][N:8]([CH3:12])[C:9]2=[O:11]. (3) Given the reactants C([O-])(=O)C.[CH:5]1[CH2:9][CH:8]=[CH:7][CH:6]=1.[CH:10](=O)/[CH:11]=[CH:12]/[CH3:13], predict the reaction product. The product is: [CH3:13][C@@H:12]1[C:6](=[CH2:7])[C@H:5]2[CH2:10][C@@H:11]1[CH2:8][CH2:9]2. (4) Given the reactants [F:1][C:2]1[C:3]([N:29]2[CH2:34][CH2:33][CH2:32][CH2:31][CH2:30]2)=[C:4]([C@:8]([C@@H:16]2[CH2:21][CH2:20][CH2:19][N:18](C(OC(C)(C)C)=O)[CH2:17]2)([OH:15])[CH2:9][CH2:10][CH2:11][CH2:12][O:13][CH3:14])[CH:5]=[CH:6][CH:7]=1.[OH-].[Na+], predict the reaction product. The product is: [F:1][C:2]1[C:3]([N:29]2[CH2:34][CH2:33][CH2:32][CH2:31][CH2:30]2)=[C:4]([C@:8]([C@@H:16]2[CH2:21][CH2:20][CH2:19][NH:18][CH2:17]2)([OH:15])[CH2:9][CH2:10][CH2:11][CH2:12][O:13][CH3:14])[CH:5]=[CH:6][CH:7]=1.